This data is from NCI-60 drug combinations with 297,098 pairs across 59 cell lines. The task is: Regression. Given two drug SMILES strings and cell line genomic features, predict the synergy score measuring deviation from expected non-interaction effect. (1) Drug 1: CN1CCC(CC1)COC2=C(C=C3C(=C2)N=CN=C3NC4=C(C=C(C=C4)Br)F)OC. Drug 2: CC1=C2C(C(=O)C3(C(CC4C(C3C(C(C2(C)C)(CC1OC(=O)C(C(C5=CC=CC=C5)NC(=O)OC(C)(C)C)O)O)OC(=O)C6=CC=CC=C6)(CO4)OC(=O)C)OC)C)OC. Cell line: EKVX. Synergy scores: CSS=63.2, Synergy_ZIP=15.3, Synergy_Bliss=14.9, Synergy_Loewe=17.9, Synergy_HSA=20.1. (2) Drug 1: CCC(=C(C1=CC=CC=C1)C2=CC=C(C=C2)OCCN(C)C)C3=CC=CC=C3.C(C(=O)O)C(CC(=O)O)(C(=O)O)O. Drug 2: CCC1=C2CN3C(=CC4=C(C3=O)COC(=O)C4(CC)O)C2=NC5=C1C=C(C=C5)O. Cell line: SR. Synergy scores: CSS=44.3, Synergy_ZIP=2.25, Synergy_Bliss=1.31, Synergy_Loewe=-3.89, Synergy_HSA=3.74. (3) Drug 1: C1=NC(=NC(=O)N1C2C(C(C(O2)CO)O)O)N. Drug 2: CC1C(C(CC(O1)OC2CC(CC3=C2C(=C4C(=C3O)C(=O)C5=C(C4=O)C(=CC=C5)OC)O)(C(=O)CO)O)N)O.Cl. Cell line: OVCAR-5. Synergy scores: CSS=23.9, Synergy_ZIP=-6.87, Synergy_Bliss=-3.39, Synergy_Loewe=-3.91, Synergy_HSA=-1.48. (4) Drug 1: C1=CC=C(C=C1)NC(=O)CCCCCCC(=O)NO. Drug 2: CCC1(C2=C(COC1=O)C(=O)N3CC4=CC5=C(C=CC(=C5CN(C)C)O)N=C4C3=C2)O.Cl. Cell line: UO-31. Synergy scores: CSS=12.2, Synergy_ZIP=-5.70, Synergy_Bliss=1.75, Synergy_Loewe=-7.35, Synergy_HSA=0.305. (5) Drug 1: CC1C(C(CC(O1)OC2CC(CC3=C2C(=C4C(=C3O)C(=O)C5=C(C4=O)C(=CC=C5)OC)O)(C(=O)C)O)N)O.Cl. Drug 2: CCCS(=O)(=O)NC1=C(C(=C(C=C1)F)C(=O)C2=CNC3=C2C=C(C=N3)C4=CC=C(C=C4)Cl)F. Cell line: A549. Synergy scores: CSS=28.0, Synergy_ZIP=2.45, Synergy_Bliss=5.43, Synergy_Loewe=-10.0, Synergy_HSA=3.26. (6) Drug 1: C1=NC2=C(N1)C(=S)N=C(N2)N. Drug 2: CN1C(=O)N2C=NC(=C2N=N1)C(=O)N. Cell line: T-47D. Synergy scores: CSS=1.97, Synergy_ZIP=-2.51, Synergy_Bliss=-1.77, Synergy_Loewe=-24.6, Synergy_HSA=-5.58. (7) Drug 1: COC1=C(C=C2C(=C1)N=CN=C2NC3=CC(=C(C=C3)F)Cl)OCCCN4CCOCC4. Drug 2: CCC1(C2=C(COC1=O)C(=O)N3CC4=CC5=C(C=CC(=C5CN(C)C)O)N=C4C3=C2)O.Cl. Cell line: HOP-62. Synergy scores: CSS=42.6, Synergy_ZIP=-1.21, Synergy_Bliss=4.38, Synergy_Loewe=0.363, Synergy_HSA=0.541. (8) Drug 1: CC1=C2C(C(=O)C3(C(CC4C(C3C(C(C2(C)C)(CC1OC(=O)C(C(C5=CC=CC=C5)NC(=O)OC(C)(C)C)O)O)OC(=O)C6=CC=CC=C6)(CO4)OC(=O)C)O)C)O. Drug 2: CN(C(=O)NC(C=O)C(C(C(CO)O)O)O)N=O. Cell line: HT29. Synergy scores: CSS=33.6, Synergy_ZIP=-1.23, Synergy_Bliss=-6.16, Synergy_Loewe=-56.0, Synergy_HSA=-6.53. (9) Drug 2: CCN(CC)CCNC(=O)C1=C(NC(=C1C)C=C2C3=C(C=CC(=C3)F)NC2=O)C. Synergy scores: CSS=55.0, Synergy_ZIP=13.4, Synergy_Bliss=12.8, Synergy_Loewe=-23.0, Synergy_HSA=12.9. Cell line: EKVX. Drug 1: CC1=C2C(C(=O)C3(C(CC4C(C3C(C(C2(C)C)(CC1OC(=O)C(C(C5=CC=CC=C5)NC(=O)OC(C)(C)C)O)O)OC(=O)C6=CC=CC=C6)(CO4)OC(=O)C)OC)C)OC.